Task: Predict the reactants needed to synthesize the given product.. Dataset: Full USPTO retrosynthesis dataset with 1.9M reactions from patents (1976-2016) Given the product [C:7]([C:9]1[CH:14]=[CH:13][CH:12]=[CH:11][CH:10]=1)(=[O:8])[C:4]1[CH:5]=[CH:6][CH:1]=[CH:2][CH:3]=1, predict the reactants needed to synthesize it. The reactants are: [CH:1]1[CH:6]=[CH:5][C:4]([C:7]([C:9]2[CH:14]=[CH:13][C:12](O)=[CH:11][C:10]=2O)=[O:8])=[CH:3][CH:2]=1.C1C(O)=CC(O)=C(C(C2C=CC(O)=CC=2O)=O)C=1.COC1C=CC(C(C2C=CC=CC=2)=O)=C(O)C=1.COC1C=C(O)C(C(C2C=CC=CC=2)=O)=CC=1S(O)(=O)=O.